From a dataset of Full USPTO retrosynthesis dataset with 1.9M reactions from patents (1976-2016). Predict the reactants needed to synthesize the given product. (1) Given the product [CH3:13][NH:14][C:2]1[CH:9]=[CH:8][C:5]([C:6]#[N:7])=[CH:4][C:3]=1[N+:10]([O-:12])=[O:11], predict the reactants needed to synthesize it. The reactants are: F[C:2]1[CH:9]=[CH:8][C:5]([C:6]#[N:7])=[CH:4][C:3]=1[N+:10]([O-:12])=[O:11].[CH3:13][NH2:14]. (2) Given the product [Cl:1][C:2]1[CH:7]=[CH:6][C:5]([S:8]([N:11]2[CH:16]3[CH2:17][CH2:18][CH2:19][CH:12]2[C:13]2[CH:21]=[N:23][C:24]4[N:25]([C:14]=2[CH2:15]3)[N:26]=[CH:27][C:28]=4[C:29]2[CH:34]=[CH:33][CH:32]=[CH:31][CH:30]=2)(=[O:10])=[O:9])=[CH:4][CH:3]=1, predict the reactants needed to synthesize it. The reactants are: [Cl:1][C:2]1[CH:7]=[CH:6][C:5]([S:8]([N:11]2[CH:16]3[CH2:17][CH2:18][CH2:19][CH:12]2[C:13](=[CH:21]O)[C:14](=O)[CH2:15]3)(=[O:10])=[O:9])=[CH:4][CH:3]=1.[NH2:23][C:24]1[C:28]([C:29]2[CH:34]=[CH:33][CH:32]=[CH:31][CH:30]=2)=[CH:27][NH:26][N:25]=1. (3) Given the product [Cl:5][CH:16]([C:17]([CH:19]1[CH2:20][CH2:21]1)=[O:18])[C:15]([CH:12]1[CH2:13][CH2:14]1)=[O:22], predict the reactants needed to synthesize it. The reactants are: C[Si]([Cl:5])(C)C.[Br-].C([NH3+])(C)(C)C.[CH:12]1([C:15](=[O:22])[CH2:16][C:17]([CH:19]2[CH2:21][CH2:20]2)=[O:18])[CH2:14][CH2:13]1.CS(C)=O.